Dataset: Full USPTO retrosynthesis dataset with 1.9M reactions from patents (1976-2016). Task: Predict the reactants needed to synthesize the given product. (1) Given the product [CH3:1][C@H:2]([NH:11][C:12](=[O:21])[CH2:13][C:14](=[O:22])[CH2:15][CH2:16][CH3:17])[CH2:3][C:4]1([CH3:10])[O:9][CH2:8][CH2:7][CH2:6][O:5]1, predict the reactants needed to synthesize it. The reactants are: [CH3:1][C@H:2]([N:11]1C(=O)C2[C:13](=[CH:14][CH:15]=[CH:16][CH:17]=2)[C:12]1=[O:21])[CH2:3][C:4]1([CH3:10])[O:9][CH2:8][CH2:7][CH2:6][O:5]1.[OH2:22].NN.[OH-].[Na+]. (2) Given the product [C:1]([C:5]1[CH:30]=[CH:29][CH:28]=[CH:27][C:6]=1[O:7][P:8]([CH:21]([CH3:31])[C:22]([O:24][CH2:25][CH3:26])=[O:23])([O:10][C:11]1[CH:16]=[CH:15][CH:14]=[CH:13][C:12]=1[C:17]([CH3:20])([CH3:19])[CH3:18])=[O:9])([CH3:2])([CH3:3])[CH3:4], predict the reactants needed to synthesize it. The reactants are: [C:1]([C:5]1[CH:30]=[CH:29][CH:28]=[CH:27][C:6]=1[O:7][P:8]([CH2:21][C:22]([O:24][CH2:25][CH3:26])=[O:23])([O:10][C:11]1[CH:16]=[CH:15][CH:14]=[CH:13][C:12]=1[C:17]([CH3:20])([CH3:19])[CH3:18])=[O:9])([CH3:4])([CH3:3])[CH3:2].[CH3:31]C(C)([O-])C.[K+].IC. (3) Given the product [Cl:1][C:2]1[CH:26]=[CH:25][C:24]([C:27]2[C:32]([F:33])=[CH:31][CH:30]=[CH:29][N:28]=2)=[CH:23][C:3]=1[C:4]([NH:6][C:7]1[N:11]([C:12]2[CH:13]=[CH:14][CH:15]=[CH:16][CH:17]=2)[N:10]=[C:9]([C:18]([NH:37][CH2:36][CH2:34][OH:35])=[O:19])[CH:8]=1)=[O:5], predict the reactants needed to synthesize it. The reactants are: [Cl:1][C:2]1[CH:26]=[CH:25][C:24]([C:27]2[C:32]([F:33])=[CH:31][CH:30]=[CH:29][N:28]=2)=[CH:23][C:3]=1[C:4]([NH:6][C:7]1[N:11]([C:12]2[CH:17]=[CH:16][CH:15]=[CH:14][CH:13]=2)[N:10]=[C:9]([C:18](OCC)=[O:19])[CH:8]=1)=[O:5].[CH2:34]([CH2:36][NH2:37])[OH:35].C(N(CC)C(C)C)(C)C. (4) Given the product [NH2:6][C:5]1[CH:7]=[CH:8][C:9]([S:11][C:12]#[N:13])=[CH:10][C:4]=1[F:3], predict the reactants needed to synthesize it. The reactants are: BrBr.[F:3][C:4]1[CH:10]=[CH:9][CH:8]=[CH:7][C:5]=1[NH2:6].[S-:11][C:12]#[N:13].[K+].C([O-])([O-])=O.[Na+].[Na+].